The task is: Predict the reaction yield, written as a fraction of the theoretical maximum amount of product (1.0 means a 100% yield; for example, 0.34 means a 34% yield).. This data is from Reaction yield outcomes from USPTO patents with 853,638 reactions. (1) The reactants are CCOC(/N=N/C(OCC)=O)=O.[CH2:13]([N:20]1[C@@H:25]2[C@H:26]([C:28]3[NH:32][N:31]=[N:30][N:29]=3)[CH2:27][C@@:21]1([C:49]1[CH:54]=[CH:53][CH:52]=[CH:51][CH:50]=1)[C@H:22]([O:33][CH2:34][C:35]1[CH:40]=[C:39]([C:41]([F:44])([F:43])[F:42])[CH:38]=[C:37]([C:45]([F:48])([F:47])[F:46])[CH:36]=1)[CH2:23][CH2:24]2)[C:14]1[CH:19]=[CH:18][CH:17]=[CH:16][CH:15]=1.[C:55]([O:59][C:60]([NH:62][CH2:63][CH2:64]O)=[O:61])([CH3:58])([CH3:57])[CH3:56].C1(P(C2C=CC=CC=2)C2C=CC=CC=2)C=CC=CC=1. The catalyst is ClCCl. The product is [CH2:13]([N:20]1[C@@H:25]2[C@H:26]([C:28]3[N:32]=[N:31][N:30]([CH2:64][CH2:63][NH:62][C:60]([O:59][C:55]([CH3:58])([CH3:57])[CH3:56])=[O:61])[N:29]=3)[CH2:27][C@@:21]1([C:49]1[CH:54]=[CH:53][CH:52]=[CH:51][CH:50]=1)[C@H:22]([O:33][CH2:34][C:35]1[CH:36]=[C:37]([C:45]([F:48])([F:47])[F:46])[CH:38]=[C:39]([C:41]([F:42])([F:43])[F:44])[CH:40]=1)[CH2:23][CH2:24]2)[C:14]1[CH:19]=[CH:18][CH:17]=[CH:16][CH:15]=1. The yield is 0.880. (2) The reactants are [Cl:1][C:2]1[CH:3]=[C:4]([CH:9]([C:11]2[NH:19][C:14]3=[CH:15][N:16]=[CH:17][CH:18]=[C:13]3[CH:12]=2)[OH:10])[CH:5]=[CH:6][C:7]=1[Cl:8]. The catalyst is O1CCCC1. The product is [Cl:1][C:2]1[CH:3]=[C:4]([C:9]([C:11]2[NH:19][C:14]3=[CH:15][N:16]=[CH:17][CH:18]=[C:13]3[CH:12]=2)=[O:10])[CH:5]=[CH:6][C:7]=1[Cl:8]. The yield is 0.450. (3) The reactants are [Cl:1][C:2]1[CH:3]=[C:4]([C:21]2([C:25]([O:27]CC)=[O:26])[CH2:24][CH2:23][CH2:22]2)[CH:5]=[C:6]([C:14]2[CH:19]=[CH:18][C:17]([CH3:20])=[CH:16][CH:15]=2)[C:7]=1[O:8][CH2:9][C:10]([F:13])([F:12])[F:11].O.[OH-].[Li+]. The catalyst is CO.C1COCC1.O. The product is [Cl:1][C:2]1[CH:3]=[C:4]([C:21]2([C:25]([OH:27])=[O:26])[CH2:22][CH2:23][CH2:24]2)[CH:5]=[C:6]([C:14]2[CH:19]=[CH:18][C:17]([CH3:20])=[CH:16][CH:15]=2)[C:7]=1[O:8][CH2:9][C:10]([F:13])([F:12])[F:11]. The yield is 0.660. (4) The reactants are [NH:1]1[CH:5]=[CH:4][C:3]([C:6]2[CH:18]=[CH:17][CH:16]=[CH:15][C:7]=2[O:8][CH2:9][C:10]([O:12]CC)=O)=[N:2]1.[NH2:19][CH2:20][CH:21]([OH:32])[CH2:22][N:23]1[CH2:31][C:30]2[C:25](=[CH:26][CH:27]=[CH:28][CH:29]=2)[CH2:24]1. The catalyst is CCO. The product is [NH:1]1[CH:5]=[CH:4][C:3]([C:6]2[CH:18]=[CH:17][CH:16]=[CH:15][C:7]=2[O:8][CH2:9][C:10]([NH:19][CH2:20][CH:21]([OH:32])[CH2:22][N:23]2[CH2:31][C:30]3[C:25](=[CH:26][CH:27]=[CH:28][CH:29]=3)[CH2:24]2)=[O:12])=[N:2]1. The yield is 0.0800. (5) The reactants are [Cl:1][C:2]1[CH:15]=[C:14]([Cl:16])[C:13]([O:17][C:18]2[N:22]([CH3:23])[N:21]=[C:20]([CH3:24])[C:19]=2[CH:25]=[CH2:26])=[CH:12][C:3]=1[O:4][CH:5]([CH3:11])[C:6]([O:8][CH2:9][CH3:10])=[O:7]. The catalyst is O1CCCC1.C(O)C.[Pd].CC([O-])=O.CC([O-])=O.[Pb+2]. The product is [Cl:1][C:2]1[CH:15]=[C:14]([Cl:16])[C:13]([O:17][C:18]2[N:22]([CH3:23])[N:21]=[C:20]([CH3:24])[C:19]=2[CH2:25][CH3:26])=[CH:12][C:3]=1[O:4][CH:5]([CH3:11])[C:6]([O:8][CH2:9][CH3:10])=[O:7]. The yield is 0.890. (6) The reactants are [CH2:1]([C:4]1[CH:5]=[N:6][C:7]([N:10]2[CH2:15][CH2:14][CH:13]([O:16][C:17]3[S:18][C:19]4[CH:25]=[C:24]([C:26]5[CH2:31][CH2:30][N:29]([S:32]([CH2:35][CH2:36][CH2:37][C:38]([O:40]C)=[O:39])(=[O:34])=[O:33])[CH2:28][CH:27]=5)[CH:23]=[CH:22][C:20]=4[N:21]=3)[CH2:12][CH2:11]2)=[N:8][CH:9]=1)[CH2:2][CH3:3].[OH-].[Li+].Cl. The catalyst is C1COCC1. The product is [CH2:1]([C:4]1[CH:5]=[N:6][C:7]([N:10]2[CH2:11][CH2:12][CH:13]([O:16][C:17]3[S:18][C:19]4[CH:25]=[C:24]([C:26]5[CH2:31][CH2:30][N:29]([S:32]([CH2:35][CH2:36][CH2:37][C:38]([OH:40])=[O:39])(=[O:34])=[O:33])[CH2:28][CH:27]=5)[CH:23]=[CH:22][C:20]=4[N:21]=3)[CH2:14][CH2:15]2)=[N:8][CH:9]=1)[CH2:2][CH3:3]. The yield is 0.790.